Dataset: Full USPTO retrosynthesis dataset with 1.9M reactions from patents (1976-2016). Task: Predict the reactants needed to synthesize the given product. (1) Given the product [F:18][C:15]1[CH:16]=[CH:17][C:12]([N:9]2[CH2:10][CH2:11][CH:6]([C:4]([OH:5])=[O:3])[CH2:7][CH2:8]2)=[N:13][CH:14]=1, predict the reactants needed to synthesize it. The reactants are: C([O:3][C:4]([CH:6]1[CH2:11][CH2:10][N:9]([C:12]2[CH:17]=[CH:16][C:15]([F:18])=[CH:14][N:13]=2)[CH2:8][CH2:7]1)=[O:5])C.O[Li].O.C(O)(=O)C.C(OCC)(=O)C. (2) Given the product [F:17][C:15]1[C:14]([C:18]#[C:19][C:20]([OH:23])([CH3:22])[CH3:21])=[CH:13][C:12]2[C:6]3[N:7]([C:24]([C:25]([NH:36][CH2:35][C:32]4([CH2:31][O:30][CH3:29])[CH2:34][CH2:33]4)=[O:26])=[C:4]([C:1]([NH2:2])=[O:3])[N:5]=3)[CH2:8][CH2:9][O:10][C:11]=2[CH:16]=1, predict the reactants needed to synthesize it. The reactants are: [C:1]([C:4]1[N:5]=[C:6]2[C:12]3[CH:13]=[C:14]([C:18]#[C:19][C:20]([OH:23])([CH3:22])[CH3:21])[C:15]([F:17])=[CH:16][C:11]=3[O:10][CH2:9][CH2:8][N:7]2[C:24]=1[C:25](O)=[O:26])(=[O:3])[NH2:2].Cl.[CH3:29][O:30][CH2:31][C:32]1([CH2:35][NH2:36])[CH2:34][CH2:33]1. (3) Given the product [CH:24]1([N:17]([CH:18]2[CH2:19][CH2:20][CH2:21][CH2:22][CH2:23]2)[C:15](=[O:16])[NH:14][C:11]2[S:10][C:9]([S:8][CH2:7][CH2:6][CH2:5][C:4]([OH:30])=[O:3])=[N:13][N:12]=2)[CH2:25][CH2:26][CH2:27][CH2:28][CH2:29]1, predict the reactants needed to synthesize it. The reactants are: C([O:3][C:4](=[O:30])[CH2:5][CH2:6][CH2:7][S:8][C:9]1[S:10][C:11]([NH:14][C:15]([N:17]([CH:24]2[CH2:29][CH2:28][CH2:27][CH2:26][CH2:25]2)[CH:18]2[CH2:23][CH2:22][CH2:21][CH2:20][CH2:19]2)=[O:16])=[N:12][N:13]=1)C.C1(NC2CCCCC2)CCCCC1.C(OC(=O)CCCSC1SC(N)=NN=1)C. (4) Given the product [C:1]1([N:7]2[CH2:12][CH2:11][N:10]([C:16](=[C:18]([C:21]#[N:22])[C:19]#[N:20])[CH3:17])[CH2:9][CH2:8]2)[CH:6]=[CH:5][CH:4]=[CH:3][CH:2]=1, predict the reactants needed to synthesize it. The reactants are: [C:1]1([N:7]2[CH2:12][CH2:11][NH:10][CH2:9][CH2:8]2)[CH:6]=[CH:5][CH:4]=[CH:3][CH:2]=1.C(O[C:16](=[C:18]([C:21]#[N:22])[C:19]#[N:20])[CH3:17])C. (5) Given the product [Cl:1][C:2]1[N:7]=[C:6]([N:8]([CH3:13])[S:9]([CH3:12])(=[O:11])=[O:10])[C:5]([F:14])=[C:4]([NH:22][C:19]2[CH:18]=[C:17]([CH3:16])[NH:21][N:20]=2)[N:3]=1, predict the reactants needed to synthesize it. The reactants are: [Cl:1][C:2]1[N:7]=[C:6]([N:8]([CH3:13])[S:9]([CH3:12])(=[O:11])=[O:10])[C:5]([F:14])=[C:4](Cl)[N:3]=1.[CH3:16][C:17]1[NH:21][N:20]=[C:19]([NH2:22])[CH:18]=1.CCN(C(C)C)C(C)C. (6) The reactants are: [CH:1]1(Br)[CH2:3][CH2:2]1.[Mg].[CH:6]1(Br)[CH2:8][CH2:7]1.[Mg].[Cl-:11].[NH4+:12].[CH2:13]1[CH2:17][O:16][CH2:15][CH2:14]1. Given the product [Cl:11][C:8]1[CH:6]=[CH:7][N:12]=[C:1]([CH:15]([CH:14]2[CH2:13][CH2:17]2)[OH:16])[C:3]=1[CH3:2], predict the reactants needed to synthesize it. (7) The reactants are: Cl[C:2]1[CH:7]=[C:6]([CH3:8])[N:5]=[CH:4][N:3]=1.[F:9][C:10]1[CH:11]=[C:12]([C:17]2[C:18]3[N:19]([N:23]=[C:24]([NH:26][CH:27]4[CH2:32][CH2:31][NH:30][CH:29]([CH3:33])[CH2:28]4)[N:25]=3)[CH:20]=[CH:21][CH:22]=2)[CH:13]=[CH:14][C:15]=1[F:16]. Given the product [F:9][C:10]1[CH:11]=[C:12]([C:17]2[C:18]3[N:19]([N:23]=[C:24]([NH:26][CH:27]4[CH2:32][CH2:31][N:30]([C:2]5[CH:7]=[C:6]([CH3:8])[N:5]=[CH:4][N:3]=5)[CH:29]([CH3:33])[CH2:28]4)[N:25]=3)[CH:20]=[CH:21][CH:22]=2)[CH:13]=[CH:14][C:15]=1[F:16], predict the reactants needed to synthesize it.